Dataset: Human liver microsome stability data. Task: Regression/Classification. Given a drug SMILES string, predict its absorption, distribution, metabolism, or excretion properties. Task type varies by dataset: regression for continuous measurements (e.g., permeability, clearance, half-life) or binary classification for categorical outcomes (e.g., BBB penetration, CYP inhibition). Dataset: hlm. (1) The compound is CCNS(=O)(=O)c1ccc(NC2C3CC4CC(C3)CC2C4)c(NCc2ccccc2)c1. The result is 0 (unstable in human liver microsomes). (2) The drug is CN(C)CCSc1nc(C2COc3ccc(C(=O)NC4CC4)cc3C2)nc2ccc(-c3cn[nH]c3)cc12. The result is 1 (stable in human liver microsomes). (3) The molecule is CS(=O)(=O)c1ccc(-c2cnc(N)c(-c3ccc(C(F)(F)F)nc3)n2)cc1. The result is 0 (unstable in human liver microsomes).